Dataset: Peptide-MHC class I binding affinity with 185,985 pairs from IEDB/IMGT. Task: Regression. Given a peptide amino acid sequence and an MHC pseudo amino acid sequence, predict their binding affinity value. This is MHC class I binding data. The peptide sequence is AAACNVATA. The MHC is H-2-Kb with pseudo-sequence H-2-Kb. The binding affinity (normalized) is 0.100.